This data is from Forward reaction prediction with 1.9M reactions from USPTO patents (1976-2016). The task is: Predict the product of the given reaction. (1) Given the reactants I[C:2]1[CH:3]=[C:4]([CH:22]=[CH:23][CH:24]=1)[CH2:5][N:6]([C:11]1[CH:16]=[CH:15][CH:14]=[C:13]([C:17]2[NH:21][N:20]=[N:19][N:18]=2)[CH:12]=1)[C:7](=[O:10])[CH2:8][CH3:9].C(N(CC)CC)C.[CH2:32]([O:35][CH3:36])[C:33]#[CH:34], predict the reaction product. The product is: [CH3:36][O:35][CH2:32][C:33]#[C:34][C:2]1[CH:3]=[C:4]([CH:22]=[CH:23][CH:24]=1)[CH2:5][N:6]([C:11]1[CH:16]=[CH:15][CH:14]=[C:13]([C:17]2[NH:21][N:20]=[N:19][N:18]=2)[CH:12]=1)[C:7](=[O:10])[CH2:8][CH3:9]. (2) Given the reactants [F:1][CH2:2][CH2:3][NH:4][C:5]1[CH:10]=[CH:9][C:8]([C:11]2[O:12][C:13]3[CH:19]=[C:18]([O:20]C)[CH:17]=[CH:16][C:14]=3[N:15]=2)=[CH:7][N:6]=1.Br, predict the reaction product. The product is: [F:1][CH2:2][CH2:3][NH:4][C:5]1[N:6]=[CH:7][C:8]([C:11]2[O:12][C:13]3[CH:19]=[C:18]([OH:20])[CH:17]=[CH:16][C:14]=3[N:15]=2)=[CH:9][CH:10]=1. (3) Given the reactants [CH3:1][C:2]1[S:6][C:5]2[CH:7]=[C:8]([OH:11])[CH:9]=[CH:10][C:4]=2[C:3]=1[C:12]1[CH:17]=[CH:16][C:15]([C:18]([F:21])([F:20])[F:19])=[CH:14][CH:13]=1.[Br:22][CH2:23][CH2:24][CH2:25][CH2:26]Br, predict the reaction product. The product is: [Br:22][CH2:23][CH2:24][CH2:25][CH2:26][O:11][C:8]1[CH:9]=[CH:10][C:4]2[C:3]([C:12]3[CH:13]=[CH:14][C:15]([C:18]([F:21])([F:19])[F:20])=[CH:16][CH:17]=3)=[C:2]([CH3:1])[S:6][C:5]=2[CH:7]=1. (4) Given the reactants [CH3:1][CH:2]1[CH2:7][CH2:6][CH:5]([O:8][C:9]2[C:18]([C:19]([F:22])([F:21])[F:20])=[C:17]3[C:12]([CH:13]=[CH:14][C:15]([CH2:23]OS(C)(=O)=O)=[CH:16]3)=[CH:11][CH:10]=2)[CH2:4][CH2:3]1.Cl.[CH:30]12[NH:41][CH:38]([CH2:39][CH2:40]1)[CH2:37][C:36]1[N:35]=[CH:34][N:33]=[CH:32][C:31]2=1.[CH3:42]N(C)C=O.C(=O)([O-])[O-].[Cs+].[Cs+], predict the reaction product. The product is: [F:22][C:19]([F:20])([F:21])[C:18]1[C:9]([O:8][C@H:5]2[CH2:4][CH2:3][C@@H:2]([CH3:1])[CH2:7][CH2:6]2)=[CH:10][CH:11]=[C:12]2[C:17]=1[CH:16]=[C:15]([CH:23]([N:41]1[CH:38]3[CH2:39][CH2:40][CH:30]1[C:31]1[CH:32]=[N:33][CH:34]=[N:35][C:36]=1[CH2:37]3)[CH3:42])[CH:14]=[CH:13]2. (5) Given the reactants [Na].Cl.C(O[C:6](=[NH:8])[CH3:7])C.[CH3:9][C:10]1[CH:19]=[CH:18][C:13]([C:14]([NH:16][NH2:17])=[O:15])=[CH:12][CH:11]=1, predict the reaction product. The product is: [NH:8]=[C:6]([N:16]([C:14](=[O:15])[C:13]1[CH:12]=[CH:11][C:10]([CH3:9])=[CH:19][CH:18]=1)[NH2:17])[CH3:7]. (6) Given the reactants [CH2:1]([C:3]1[C:4]([C:29]([F:32])([F:31])[F:30])=[N:5][N:6]([C:19]2[CH:20]=[CH:21][C:22]([S:25]([NH2:28])(=[O:27])=[O:26])=[N:23][CH:24]=2)[C:7]=1[C:8]1[CH:13]=[CH:12][C:11]([C:14]2[S:18][CH:17]=[N:16][CH:15]=2)=[CH:10][CH:9]=1)[CH3:2].[Cl:33]C1C(C(F)(F)F)=NN(C2C=CC(S(N)(=O)=O)=NC=2)C=1C1C=CC(C2N=CSC=2)=CC=1, predict the reaction product. The product is: [ClH:33].[CH2:1]([C:3]1[C:4]([C:29]([F:32])([F:31])[F:30])=[N:5][N:6]([C:19]2[CH:20]=[CH:21][C:22]([S:25]([NH2:28])(=[O:27])=[O:26])=[N:23][CH:24]=2)[C:7]=1[C:8]1[CH:13]=[CH:12][C:11]([C:14]2[S:18][CH:17]=[N:16][CH:15]=2)=[CH:10][CH:9]=1)[CH3:2].